Task: Predict the reaction yield, written as a fraction of the theoretical maximum amount of product (1.0 means a 100% yield; for example, 0.34 means a 34% yield).. Dataset: Reaction yield outcomes from USPTO patents with 853,638 reactions (1) The reactants are [Cl:1][C:2]1[CH:7]=[C:6]([Cl:8])[CH:5]=[CH:4][C:3]=1[S:9]([NH:12][C:13]1[CH:14]=[C:15]([C:22]([S:25][C:26]2[CH:31]=[CH:30][C:29]([S:32]([N:35]3[CH2:40][CH2:39][CH2:38][CH2:37][CH2:36]3)(=[O:34])=[O:33])=[CH:28][CH:27]=2)=[CH:23][N:24]=1)[C:16](N(OC)C)=[O:17])(=[O:11])=[O:10].[CH2:41]([Mg]Cl)[CH2:42][CH3:43]. The catalyst is C1COCC1. The product is [C:16]([C:15]1[C:22]([S:25][C:26]2[CH:27]=[CH:28][C:29]([S:32]([N:35]3[CH2:40][CH2:39][CH2:38][CH2:37][CH2:36]3)(=[O:33])=[O:34])=[CH:30][CH:31]=2)=[CH:23][N:24]=[C:13]([NH:12][S:9]([C:3]2[CH:4]=[CH:5][C:6]([Cl:8])=[CH:7][C:2]=2[Cl:1])(=[O:10])=[O:11])[CH:14]=1)(=[O:17])[CH2:41][CH2:42][CH3:43]. The yield is 0.0600. (2) The reactants are [Cl-].O[NH3+:3].[C:4](=[O:7])([O-])[OH:5].[Na+].CS(C)=O.[F:13][C:14]1[CH:15]=[C:16]([C:46]2[C:47]([C:52]#[N:53])=[CH:48][CH:49]=[CH:50][CH:51]=2)[CH:17]=[CH:18][C:19]=1[CH2:20][C:21]1[C:26](=[O:27])[N:25]([C:28]2[CH:33]=[CH:32][C:31]([O:34][C:35]([CH3:41])([CH3:40])[C:36]([OH:39])([CH3:38])[CH3:37])=[CH:30][CH:29]=2)[C:24]([CH3:42])=[N:23][C:22]=1[CH2:43][CH2:44][CH3:45]. The catalyst is O.C(OCC)(=O)C. The product is [F:13][C:14]1[CH:15]=[C:16]([C:46]2[CH:51]=[CH:50][CH:49]=[CH:48][C:47]=2[C:52]2[NH:3][C:4](=[O:7])[O:5][N:53]=2)[CH:17]=[CH:18][C:19]=1[CH2:20][C:21]1[C:26](=[O:27])[N:25]([C:28]2[CH:33]=[CH:32][C:31]([O:34][C:35]([CH3:41])([CH3:40])[C:36]([OH:39])([CH3:37])[CH3:38])=[CH:30][CH:29]=2)[C:24]([CH3:42])=[N:23][C:22]=1[CH2:43][CH2:44][CH3:45]. The yield is 0.840.